Dataset: Peptide-MHC class I binding affinity with 185,985 pairs from IEDB/IMGT. Task: Regression. Given a peptide amino acid sequence and an MHC pseudo amino acid sequence, predict their binding affinity value. This is MHC class I binding data. (1) The MHC is HLA-B44:03 with pseudo-sequence HLA-B44:03. The peptide sequence is KAIGTVLV. The binding affinity (normalized) is 0.0283. (2) The MHC is HLA-A31:01 with pseudo-sequence HLA-A31:01. The binding affinity (normalized) is 0.0847. The peptide sequence is YTGPDHQEW. (3) The MHC is H-2-Db with pseudo-sequence H-2-Db. The peptide sequence is SFMPEWANF. The binding affinity (normalized) is 0.129.